Dataset: Human Reference Interactome with 51,813 positive PPI pairs across 8,248 proteins, plus equal number of experimentally-validated negative pairs. Task: Binary Classification. Given two protein amino acid sequences, predict whether they physically interact or not. (1) Protein 1 (ENSG00000107929) has sequence MTSDQDAKVVAEPQTQRVQEGKDSAHLMNGPISQTTSQTSSIPPLSQVPATKVSELNPNAEVWGAPVLHLEASSAADGVSAAWEEVAGHHADRGPQGSDANGDGDQGHENAALPDPQESDPADMNALALGPSEYDSLPENSETGGNESQPDSQEDPREVLKKTLEFCLSRENLASDMYLISQMDSDQYVPITTVANLDHIKKLSTDVDLIVEVLRSLPLVQVDEKGEKVRPNQNRCIVILREISESTPVEEVEALFKGDNLPKFINCEFAYNDNWFITFETEADAQQAYKYLREEVKTFQ.... Result: 0 (the proteins do not interact). Protein 2 (ENSG00000185385) has sequence MEPENDTGISEFVLLGLSEEPELQPFLFGLFLSMYLVTVLGNLLIILATISDSHLHTPMYFFLSNLSFADICFISTTIPKMLINIQTQSRVITYAGCITQMCFFVLFGGLDSLLLAVMAYDRFVAICHPLHYTVIMNPRLCGLLVLASWMIAALNSLSQSLMVLWLSFCTDLEIPHFFCELNQVIHLACSDTFLNDMGMYFAAGLLAGGPLVGILCSYSKIVSSIRAISSAQGKYKAFSTCASHLSVVSLFCCTGLGVYLTSAATHNSHTSATASVMYTVATPMLNPFIYSLRNKDIKRA.... (2) Protein 1 (ENSG00000074266) has sequence MSEREVSTAPAGTDMPAAKKQKLSSDENSNPDLSGDENDDAVSIESGTNTERPDTPTNTPNAPGRKSWGKGKWKSKKCKYSFKCVNSLKEDHNQPLFGVQFNWHSKEGDPLVFATVGSNRVTLYECHSQGEIRLLQSYVDADADENFYTCAWTYDSNTSHPLLAVAGSRGIIRIINPITMQCIKHYVGHGNAINELKFHPRDPNLLLSVSKDHALRLWNIQTDTLVAIFGGVEGHRDEVLSADYDLLGEKIMSCGMDHSLKLWRINSKRMMNAIKESYDYNPNKTNRPFISQKIHFPDFS.... Protein 2 (ENSG00000106462) has sequence MGQTGKKSEKGPVCWRKRVKSEYMRLRQLKRFRRADEVKSMFSSNRQKILERTEILNQEWKQRRIQPVHILTSVSSLRGTRECSVTSDLDFPTQVIPLKTLNAVASVPIMYSWSPLQQNFMVEDETVLHNIPYMGDEVLDQDGTFIEELIKNYDGKVHGDRECGFINDEIFVELVNALGQYNDDDDDDDGDDPEEREEKQKDLEDHRDDKESRPPRKFPSDKIFEAISSMFPDKGTAEELKEKYKELTEQQLPGALPPECTPNIDGPNAKSVQREQSLHSFHTLFCRRCFKYDCFLHRKC.... Result: 1 (the proteins interact).